This data is from NCI-60 drug combinations with 297,098 pairs across 59 cell lines. The task is: Regression. Given two drug SMILES strings and cell line genomic features, predict the synergy score measuring deviation from expected non-interaction effect. (1) Drug 1: CC(C)NC(=O)C1=CC=C(C=C1)CNNC.Cl. Drug 2: COCCOC1=C(C=C2C(=C1)C(=NC=N2)NC3=CC=CC(=C3)C#C)OCCOC.Cl. Cell line: SN12C. Synergy scores: CSS=9.77, Synergy_ZIP=3.00, Synergy_Bliss=6.23, Synergy_Loewe=0.942, Synergy_HSA=3.86. (2) Drug 1: CC1=C(C=C(C=C1)NC(=O)C2=CC=C(C=C2)CN3CCN(CC3)C)NC4=NC=CC(=N4)C5=CN=CC=C5. Drug 2: CC(C)NC(=O)C1=CC=C(C=C1)CNNC.Cl. Cell line: NCI-H522. Synergy scores: CSS=3.16, Synergy_ZIP=-3.61, Synergy_Bliss=-3.26, Synergy_Loewe=-2.25, Synergy_HSA=-2.02. (3) Drug 1: CCC1(CC2CC(C3=C(CCN(C2)C1)C4=CC=CC=C4N3)(C5=C(C=C6C(=C5)C78CCN9C7C(C=CC9)(C(C(C8N6C=O)(C(=O)OC)O)OC(=O)C)CC)OC)C(=O)OC)O.OS(=O)(=O)O. Drug 2: C1C(C(OC1N2C=NC(=NC2=O)N)CO)O. Cell line: RPMI-8226. Synergy scores: CSS=51.1, Synergy_ZIP=3.10, Synergy_Bliss=1.92, Synergy_Loewe=-1.14, Synergy_HSA=3.48. (4) Drug 1: C1=NC2=C(N=C(N=C2N1C3C(C(C(O3)CO)O)F)Cl)N. Drug 2: C1CN(P(=O)(OC1)NCCCl)CCCl. Cell line: RXF 393. Synergy scores: CSS=0.750, Synergy_ZIP=-0.676, Synergy_Bliss=-2.29, Synergy_Loewe=-1.10, Synergy_HSA=-2.58. (5) Drug 2: CCCCC(=O)OCC(=O)C1(CC(C2=C(C1)C(=C3C(=C2O)C(=O)C4=C(C3=O)C=CC=C4OC)O)OC5CC(C(C(O5)C)O)NC(=O)C(F)(F)F)O. Cell line: COLO 205. Drug 1: CC(C1=C(C=CC(=C1Cl)F)Cl)OC2=C(N=CC(=C2)C3=CN(N=C3)C4CCNCC4)N. Synergy scores: CSS=8.66, Synergy_ZIP=0.867, Synergy_Bliss=4.98, Synergy_Loewe=1.73, Synergy_HSA=1.12. (6) Drug 1: CC(C)NC(=O)C1=CC=C(C=C1)CNNC.Cl. Drug 2: C1CN(P(=O)(OC1)NCCCl)CCCl. Cell line: NCI-H522. Synergy scores: CSS=1.51, Synergy_ZIP=0.158, Synergy_Bliss=1.74, Synergy_Loewe=-3.43, Synergy_HSA=-2.92. (7) Drug 1: CC(C1=C(C=CC(=C1Cl)F)Cl)OC2=C(N=CC(=C2)C3=CN(N=C3)C4CCNCC4)N. Drug 2: CN(C)N=NC1=C(NC=N1)C(=O)N. Cell line: MCF7. Synergy scores: CSS=-2.47, Synergy_ZIP=-2.36, Synergy_Bliss=-4.78, Synergy_Loewe=-13.2, Synergy_HSA=-6.14. (8) Synergy scores: CSS=39.8, Synergy_ZIP=0.650, Synergy_Bliss=0.0950, Synergy_Loewe=-47.8, Synergy_HSA=1.75. Drug 1: C1CCC(C1)C(CC#N)N2C=C(C=N2)C3=C4C=CNC4=NC=N3. Drug 2: CCC1=C2CN3C(=CC4=C(C3=O)COC(=O)C4(CC)O)C2=NC5=C1C=C(C=C5)O. Cell line: HOP-92.